From a dataset of Forward reaction prediction with 1.9M reactions from USPTO patents (1976-2016). Predict the product of the given reaction. (1) Given the reactants [C:1]([O:5][C:6]([NH:8][C@@H:9]([C:13]1[C:14]([F:42])=[C:15]([C:19]2[CH:24]=[C:23](Cl)[CH:22]=[C:21]([CH2:26][O:27][C:28]3[CH:33]=[CH:32][CH:31]=[CH:30][C:29]=3[CH2:34][C:35]([O:37][C:38]([CH3:41])([CH3:40])[CH3:39])=[O:36])[CH:20]=2)[CH:16]=[CH:17][CH:18]=1)[CH2:10][CH2:11][CH3:12])=[O:7])([CH3:4])([CH3:3])[CH3:2].[NH:43]1[CH2:48][CH2:47][O:46][CH2:45][CH2:44]1.C([O-])([O-])=O.[Cs+].[Cs+], predict the reaction product. The product is: [C:1]([O:5][C:6]([NH:8][C@@H:9]([C:13]1[C:14]([F:42])=[C:15]([C:19]2[CH:24]=[C:23]([N:43]3[CH2:48][CH2:47][O:46][CH2:45][CH2:44]3)[CH:22]=[C:21]([CH2:26][O:27][C:28]3[CH:33]=[CH:32][CH:31]=[CH:30][C:29]=3[CH2:34][C:35]([O:37][C:38]([CH3:41])([CH3:40])[CH3:39])=[O:36])[CH:20]=2)[CH:16]=[CH:17][CH:18]=1)[CH2:10][CH2:11][CH3:12])=[O:7])([CH3:4])([CH3:3])[CH3:2]. (2) Given the reactants [C:1]([N:8]1[CH2:13][CH2:12][NH:11][CH2:10][CH2:9]1)([O:3][C:4]([CH3:7])([CH3:6])[CH3:5])=[O:2].C(N(CC)CC)C.[O:21]1[CH2:26][CH2:25][O:24][C:23]2[CH:27]=[C:28]([S:31](Cl)(=[O:33])=[O:32])[CH:29]=[CH:30][C:22]1=2, predict the reaction product. The product is: [C:1]([N:8]1[CH2:9][CH2:10][N:11]([S:31]([C:28]2[CH:29]=[CH:30][C:22]3[O:21][CH2:26][CH2:25][O:24][C:23]=3[CH:27]=2)(=[O:32])=[O:33])[CH2:12][CH2:13]1)([O:3][C:4]([CH3:7])([CH3:6])[CH3:5])=[O:2]. (3) Given the reactants [CH3:1][N:2]([CH3:10])[C:3]1[CH:8]=[CH:7][N:6]=[C:5]([NH2:9])[CH:4]=1.[O:11]1[C:15]2[CH:16]=[CH:17][C:18]([C:20](=O)[CH2:21]Br)=[CH:19][C:14]=2[O:13][CH2:12]1, predict the reaction product. The product is: [O:11]1[C:15]2[CH:16]=[CH:17][C:18]([C:20]3[N:9]=[C:5]4[CH:4]=[C:3]([N:2]([CH3:10])[CH3:1])[CH:8]=[CH:7][N:6]4[CH:21]=3)=[CH:19][C:14]=2[O:13][CH2:12]1. (4) Given the reactants [CH3:1][C:2]1[N:6](COCC[Si](C)(C)C)[C:5]2[CH:15]=[CH:16][C:17]([NH:19][C:20]3[N:42]=[C:23]4[C:24]([C:28]5[CH:33]=[CH:32][C:31]([C:34]([N:36]6[CH2:41][CH2:40][O:39][CH2:38][CH2:37]6)=[O:35])=[CH:30][CH:29]=5)=[N:25][CH:26]=[CH:27][N:22]4[N:21]=3)=[CH:18][C:4]=2[N:3]=1.Cl.C([O-])(O)=O.[Na+], predict the reaction product. The product is: [CH3:1][C:2]1[NH:6][C:5]2[CH:15]=[CH:16][C:17]([NH:19][C:20]3[N:42]=[C:23]4[C:24]([C:28]5[CH:29]=[CH:30][C:31]([C:34]([N:36]6[CH2:37][CH2:38][O:39][CH2:40][CH2:41]6)=[O:35])=[CH:32][CH:33]=5)=[N:25][CH:26]=[CH:27][N:22]4[N:21]=3)=[CH:18][C:4]=2[N:3]=1. (5) Given the reactants C[O:2][C:3](=[O:31])[C:4]1[CH:9]=[C:8]([NH:10][C:11](=[O:23])[CH2:12][CH2:13][NH:14][C:15]([C:17]2[S:18][C:19]([Cl:22])=[CH:20][CH:21]=2)=[O:16])[CH:7]=[CH:6][C:5]=1[N:24]1[CH2:29][CH2:28][O:27][CH2:26][C:25]1=[O:30].[OH-].[Na+], predict the reaction product. The product is: [Cl:22][C:19]1[S:18][C:17]([C:15]([NH:14][CH2:13][CH2:12][C:11]([NH:10][C:8]2[CH:7]=[CH:6][C:5]([N:24]3[CH2:29][CH2:28][O:27][CH2:26][C:25]3=[O:30])=[C:4]([CH:9]=2)[C:3]([OH:31])=[O:2])=[O:23])=[O:16])=[CH:21][CH:20]=1.